Dataset: Forward reaction prediction with 1.9M reactions from USPTO patents (1976-2016). Task: Predict the product of the given reaction. (1) Given the reactants [CH3:1][O:2][C:3]1[CH:4]=[C:5]([CH2:12][CH:13]=[CH2:14])[CH:6]=[C:7]2O[CH2:10][O:9][C:8]=12.COC1C=C(CC=C)C(OC)=C2OCOC=12.CC(C)=CCC/C(/C)=C/COC1C2C=COC=2C=C2C=1C=CC(O2)=O.COC1C=CC(C2OC3C(OC)=C(OC)C(OC)=C(OC)C=3C(=O)C=2)=CC=1.CC1CCC([C@@](O)(CCC=C(C)C)C)CC=1, predict the reaction product. The product is: [CH3:10][O:9][C:8]1[CH:7]=[CH:6][C:5]([CH2:12][CH:13]=[CH2:14])=[CH:4][C:3]=1[O:2][CH3:1]. (2) The product is: [Cl:21][C:22]1[CH:27]=[C:26]([CH:25]=[CH:24][C:23]=1[NH:29][C:30]([NH:32][CH:33]1[CH2:34][CH2:35]1)=[O:31])[O:28][C:11]1[C:10]2[C:15](=[CH:16][C:7]([O:6][CH3:5])=[C:8]([C:18]([NH2:20])=[O:19])[CH:9]=2)[N:14]=[CH:13][CH:12]=1. Given the reactants CS(C)=O.[CH3:5][O:6][C:7]1[CH:16]=[C:15]2[C:10]([C:11](Cl)=[CH:12][CH:13]=[N:14]2)=[CH:9][C:8]=1[C:18]([NH2:20])=[O:19].[Cl:21][C:22]1[CH:27]=[C:26]([OH:28])[CH:25]=[CH:24][C:23]=1[NH:29][C:30]([NH:32][CH:33]1[CH2:35][CH2:34]1)=[O:31].C(=O)([O-])[O-].[Cs+].[Cs+], predict the reaction product. (3) Given the reactants [Cl:1][C:2]1[CH:3]=[CH:4][C:5]2[N:11]3[C:12]([CH3:15])=[N:13][N:14]=[C:10]3[CH:9]([CH2:16][CH2:17][C:18](O)=[O:19])[O:8][CH:7]([C:21]3[CH:26]=[CH:25][CH:24]=[C:23]([O:27][CH3:28])[C:22]=3[O:29][CH3:30])[C:6]=2[CH:31]=1.[NH:32]1[CH2:37][CH2:36][CH:35]([CH2:38][C:39]([O:41][CH2:42][CH3:43])=[O:40])[CH2:34][CH2:33]1.ON1C2C=CC=CC=2N=N1.CN1CCOCC1.Cl.C(N=C=NCCCN(C)C)C, predict the reaction product. The product is: [Cl:1][C:2]1[CH:3]=[CH:4][C:5]2[N:11]3[C:12]([CH3:15])=[N:13][N:14]=[C:10]3[CH:9]([CH2:16][CH2:17][C:18]([N:32]3[CH2:37][CH2:36][CH:35]([CH2:38][C:39]([O:41][CH2:42][CH3:43])=[O:40])[CH2:34][CH2:33]3)=[O:19])[O:8][CH:7]([C:21]3[CH:26]=[CH:25][CH:24]=[C:23]([O:27][CH3:28])[C:22]=3[O:29][CH3:30])[C:6]=2[CH:31]=1. (4) The product is: [F:18][C:2]([F:1])([F:17])[C:3]1[CH:4]=[CH:5][C:6]([O:9][C:10]2[CH:11]=[CH:12][C:13]([O:16][C:26]([N:28]3[CH2:33][CH2:32][CH2:31][CH2:30][CH:29]3[CH3:34])=[O:27])=[CH:14][CH:15]=2)=[N:7][CH:8]=1. Given the reactants [F:1][C:2]([F:18])([F:17])[C:3]1[CH:4]=[CH:5][C:6]([O:9][C:10]2[CH:15]=[CH:14][C:13]([OH:16])=[CH:12][CH:11]=2)=[N:7][CH:8]=1.[I-].C[N+]1C=CN([C:26]([N:28]2[CH2:33][CH2:32][CH2:31][CH2:30][CH:29]2[CH3:34])=[O:27])C=1, predict the reaction product.